From a dataset of Catalyst prediction with 721,799 reactions and 888 catalyst types from USPTO. Predict which catalyst facilitates the given reaction. (1) Reactant: [C:1]1([C:7]2[N:15]3[C:10]([CH:11]=[CH:12][CH:13]=[CH:14]3)=[CH:9][C:8]=2[CH2:16][OH:17])[CH:6]=[CH:5][CH:4]=[CH:3][CH:2]=1. Product: [C:1]1([C:7]2[N:15]3[C:10]([CH:11]=[CH:12][CH:13]=[CH:14]3)=[CH:9][C:8]=2[CH:16]=[O:17])[CH:2]=[CH:3][CH:4]=[CH:5][CH:6]=1. The catalyst class is: 177. (2) Reactant: [N+](C1C=CC(C([O:10][C@H:11]([C@H:18]2[CH2:23][O:22][CH2:21][C:20](=[O:24])[NH:19]2)[C:12]2[CH:17]=[CH:16][CH:15]=[CH:14][CH:13]=2)=O)=CC=1)([O-])=O.ClCCl.C(=O)([O-])[O-].[K+].[K+]. Product: [OH:10][C@@H:11]([C:12]1[CH:13]=[CH:14][CH:15]=[CH:16][CH:17]=1)[C@@H:18]1[NH:19][C:20](=[O:24])[CH2:21][O:22][CH2:23]1. The catalyst class is: 8. (3) Reactant: C(OC(=O)[NH:7][CH:8]([C:10](=[O:39])[NH:11][CH:12]([CH2:29][C:30]1[CH:35]=[C:34]([F:36])[C:33]([F:37])=[CH:32][C:31]=1[F:38])[CH2:13][C:14](=[O:28])[N:15]1[CH2:20][CH2:19][N:18]2[C:21]([C:24]([F:27])([F:26])[F:25])=[N:22][N:23]=[C:17]2[CH2:16]1)[CH3:9])(C)(C)C.[ClH:41]. Product: [ClH:41].[NH2:7][CH:8]([CH3:9])[C:10]([NH:11][CH:12]([CH2:29][C:30]1[CH:35]=[C:34]([F:36])[C:33]([F:37])=[CH:32][C:31]=1[F:38])[CH2:13][C:14](=[O:28])[N:15]1[CH2:20][CH2:19][N:18]2[C:21]([C:24]([F:26])([F:25])[F:27])=[N:22][N:23]=[C:17]2[CH2:16]1)=[O:39]. The catalyst class is: 13.